Dataset: Forward reaction prediction with 1.9M reactions from USPTO patents (1976-2016). Task: Predict the product of the given reaction. (1) Given the reactants [Cl:1][C:2]1[C:3]([C:22](=[O:31])[NH:23][C:24]2[CH:29]=[CH:28][CH:27]=[CH:26][C:25]=2[F:30])=[C:4]([NH:8][C:9](=O)[C@@H:10]([NH:13][C:14](=[O:20])[O:15][C:16]([CH3:19])([CH3:18])[CH3:17])[CH2:11][CH3:12])[CH:5]=[CH:6][CH:7]=1.C(N(CC)CC)C.C/C(/O[Si](C)(C)C)=N\[Si](C)(C)C, predict the reaction product. The product is: [Cl:1][C:2]1[CH:7]=[CH:6][CH:5]=[C:4]2[C:3]=1[C:22](=[O:31])[N:23]([C:24]1[CH:29]=[CH:28][CH:27]=[CH:26][C:25]=1[F:30])[C:9]([C@@H:10]([NH:13][C:14](=[O:20])[O:15][C:16]([CH3:19])([CH3:18])[CH3:17])[CH2:11][CH3:12])=[N:8]2. (2) Given the reactants [F:1][C:2]1[CH:7]=[CH:6][CH:5]=[CH:4][C:3]=1[C:8]1[N:13]=[CH:12][C:11]([CH2:14][CH2:15][C:16]([OH:18])=O)=[CH:10][CH:9]=1.S(Cl)([Cl:21])=O, predict the reaction product. The product is: [ClH:21].[F:1][C:2]1[CH:7]=[CH:6][CH:5]=[CH:4][C:3]=1[C:8]1[N:13]=[CH:12][C:11]([CH2:14][CH2:15][C:16]([Cl:21])=[O:18])=[CH:10][CH:9]=1.